The task is: Predict the reaction yield, written as a fraction of the theoretical maximum amount of product (1.0 means a 100% yield; for example, 0.34 means a 34% yield).. This data is from Reaction yield outcomes from USPTO patents with 853,638 reactions. (1) The reactants are [CH3:1][C:2]([CH3:26])([CH3:25])[C@H:3]([N:11]1[CH2:15][CH2:14][N:13]([CH2:16][C:17]2[CH:22]=[CH:21][CH:20]=[C:19]([CH3:23])[N:18]=2)[C:12]1=[O:24])[C:4]([O:6]C(C)(C)C)=[O:5].FC(F)(F)C(O)=O. The catalyst is ClCCl. The product is [CH3:1][C:2]([CH3:26])([CH3:25])[C@H:3]([N:11]1[CH2:15][CH2:14][N:13]([CH2:16][C:17]2[CH:22]=[CH:21][CH:20]=[C:19]([CH3:23])[N:18]=2)[C:12]1=[O:24])[C:4]([OH:6])=[O:5]. The yield is 0.940. (2) The reactants are C(Cl)CCl.C1C=NC2N(O)N=NC=2C=1.[Br:15][C:16]1[C:17]([CH3:25])=[C:18]([CH:22]=[CH:23][CH:24]=1)[C:19]([OH:21])=O.[CH3:26][C:27]([N:37]1[CH2:41][CH2:40][CH2:39][CH2:38]1)([CH3:36])[CH:28]([NH2:35])[C:29]1[CH:34]=[CH:33][CH:32]=[CH:31][CH:30]=1.[N-]=C=O. The catalyst is C(Cl)Cl.C1COCC1.CN1C(=O)CCC1. The product is [Br:15][C:16]1[C:17]([CH3:25])=[C:18]([CH:22]=[CH:23][CH:24]=1)[C:19]([NH:35][CH:28]([C:29]1[CH:34]=[CH:33][CH:32]=[CH:31][CH:30]=1)[C:27]([CH3:36])([N:37]1[CH2:38][CH2:39][CH2:40][CH2:41]1)[CH3:26])=[O:21]. The yield is 0.840. (3) The reactants are [Br:1][C:2]1[C:11]2[C:6](=[C:7]([C:14]#[N:15])[CH:8]=[C:9]([O:12]C)[CH:10]=2)[C:5](=[O:16])[N:4]([C:17]2[CH:22]=[CH:21][C:20]([O:23]C)=[CH:19][CH:18]=2)[CH:3]=1.B(Br)(Br)Br. The catalyst is O. The product is [Br:1][C:2]1[C:11]2[C:6](=[C:7]([C:14]#[N:15])[CH:8]=[C:9]([OH:12])[CH:10]=2)[C:5](=[O:16])[N:4]([C:17]2[CH:22]=[CH:21][C:20]([OH:23])=[CH:19][CH:18]=2)[CH:3]=1. The yield is 0.360. (4) The reactants are [F:1][C:2]1[CH:3]=[C:4]([CH:9]2[N:14](C(N[C@@H](C3C=CC=CC=3)C)=O)[C:13]([O:26][CH3:27])=[N:12][C:11]([CH2:28][CH3:29])=[C:10]2[C:30]([O:32][CH2:33][C:34]2[CH:39]=[CH:38][CH:37]=[CH:36][CH:35]=2)=[O:31])[CH:5]=[CH:6][C:7]=1[F:8].N12CCCN=C1CCCCC2. The catalyst is C(Cl)Cl. The product is [F:1][C:2]1[CH:3]=[C:4]([CH:9]2[NH:14][C:13]([O:26][CH3:27])=[N:12][C:11]([CH2:28][CH3:29])=[C:10]2[C:30]([O:32][CH2:33][C:34]2[CH:35]=[CH:36][CH:37]=[CH:38][CH:39]=2)=[O:31])[CH:5]=[CH:6][C:7]=1[F:8]. The yield is 0.770. (5) The reactants are [CH2:1]([N:4]1[C:12](=[O:13])[C:11]2[N:10]([CH2:14][O:15][CH2:16][CH2:17][Si:18]([CH3:21])([CH3:20])[CH3:19])[C:9]([C:22]3[CH:23]=[N:24][NH:25][CH:26]=3)=[N:8][C:7]=2[N:6]([CH2:27][O:28][CH2:29][CH2:30][Si:31]([CH3:34])([CH3:33])[CH3:32])[C:5]1=[O:35])[CH2:2][CH3:3].Br[CH2:37][C:38]#[C:39][C:40]1[CH:45]=[CH:44][C:43]([CH3:46])=[CH:42][CH:41]=1.C(=O)([O-])[O-].[K+].[K+]. The catalyst is CC(C)=O. The product is [CH2:1]([N:4]1[C:12](=[O:13])[C:11]2[N:10]([CH2:14][O:15][CH2:16][CH2:17][Si:18]([CH3:21])([CH3:20])[CH3:19])[C:9]([C:22]3[CH:23]=[N:24][N:25]([CH2:37][C:38]#[C:39][C:40]4[CH:45]=[CH:44][C:43]([CH3:46])=[CH:42][CH:41]=4)[CH:26]=3)=[N:8][C:7]=2[N:6]([CH2:27][O:28][CH2:29][CH2:30][Si:31]([CH3:33])([CH3:32])[CH3:34])[C:5]1=[O:35])[CH2:2][CH3:3]. The yield is 0.280. (6) The reactants are [NH2:1][C:2]1[CH:10]=[C:9]([N+:11]([O-:13])=[O:12])[CH:8]=[CH:7][C:3]=1[C:4]([OH:6])=[O:5].Cl[C:15](Cl)([O:17]C(=O)OC(Cl)(Cl)Cl)Cl. The catalyst is C1COCC1. The product is [N+:11]([C:9]1[CH:8]=[CH:7][C:3]2[C:4](=[O:6])[O:5][C:15](=[O:17])[NH:1][C:2]=2[CH:10]=1)([O-:13])=[O:12]. The yield is 0.998. (7) The reactants are [CH2:1]([S:3]([CH2:6][C:7]1[CH:8]=[C:9]([NH:13][C:14](=[O:16])[CH3:15])[CH:10]=[CH:11][CH:12]=1)(=[O:5])=[O:4])[CH3:2].[OH:17][S:18]([Cl:21])(=O)=[O:19]. The catalyst is C(Cl)Cl. The product is [C:14]([NH:13][C:9]1[CH:10]=[CH:11][C:12]([S:18]([Cl:21])(=[O:19])=[O:17])=[C:7]([CH2:6][S:3]([CH2:1][CH3:2])(=[O:4])=[O:5])[CH:8]=1)(=[O:16])[CH3:15]. The yield is 0.570.